From a dataset of Catalyst prediction with 721,799 reactions and 888 catalyst types from USPTO. Predict which catalyst facilitates the given reaction. (1) Reactant: [N:1]1[C:10]2[C:5](=[CH:6][CH:7]=[CH:8][CH:9]=2)[CH:4]=[CH:3][C:2]=1[CH:11]=O.[NH:13]([C:15]([O:17][C:18]([CH3:21])([CH3:20])[CH3:19])=[O:16])[NH2:14]. Product: [N:1]1[C:10]2[C:5](=[CH:6][CH:7]=[CH:8][CH:9]=2)[CH:4]=[CH:3][C:2]=1[CH:11]=[N:14][NH:13][C:15]([O:17][C:18]([CH3:21])([CH3:20])[CH3:19])=[O:16]. The catalyst class is: 8. (2) Reactant: Br[C:2]1[CH:11]=[C:10]2[C:5]([CH:6]=[C:7]([C:13]3[CH:18]=[CH:17][CH:16]=[CH:15][CH:14]=3)[C:8](=O)O2)=C[CH:3]=1.[F:19][C:20]([F:32])([F:31])[C:21]([C:25]1[S:29][C:28]([SH:30])=[N:27][CH:26]=1)([OH:24])[CH2:22][CH3:23].[C:33](=[O:36])([O-])[O-:34].[K+].[K+]. Product: [OH:24][C@:21]([C:25]1[S:29][C:28]([S:30][C:16]2[CH:15]=[C:14]3[C:13]([C:7]([C:6]4[CH:3]=[CH:2][CH:11]=[CH:10][CH:5]=4)=[CH:8][C:33](=[O:36])[O:34]3)=[CH:18][CH:17]=2)=[N:27][CH:26]=1)([C:20]([F:19])([F:31])[F:32])[CH2:22][CH3:23]. The catalyst class is: 37. (3) Reactant: Br[C:2]1[N:3]=[CH:4][C:5]([NH:8][C:9]2[S:13][N:12]=[C:11]([CH3:14])[C:10]=2[C:15]([NH:17][C:18]2[CH:23]=[CH:22][C:21]([F:24])=[C:20]([F:25])[CH:19]=2)=[O:16])=[N:6][CH:7]=1.[CH:26](B1OB(C=C)OB(C=C)O1)=[CH2:27].N1C=CC=CC=1.CN(C1C(C2C(P(C3CCCCC3)C3CCCCC3)=CC=CC=2)=CC=CC=1)C.C(=O)([O-])[O-].[K+].[K+]. Product: [F:25][C:20]1[CH:19]=[C:18]([NH:17][C:15]([C:10]2[C:11]([CH3:14])=[N:12][S:13][C:9]=2[NH:8][C:5]2[CH:4]=[N:3][C:2]([CH:26]=[CH2:27])=[CH:7][N:6]=2)=[O:16])[CH:23]=[CH:22][C:21]=1[F:24]. The catalyst class is: 524. (4) Reactant: N(C(OCC)=O)=NC(OCC)=O.[CH3:13][O:14][C:15]([C@@H:17]1[C@@H:21]([OH:22])[CH2:20][CH2:19][N:18]1[C:23]([O:25][C:26]([CH3:29])([CH3:28])[CH3:27])=[O:24])=[O:16].C1(P(C2C=CC=CC=2)C2C=CC=CC=2)C=CC=CC=1.[C:49](O)(=[O:56])[C:50]1[CH:55]=[CH:54][CH:53]=[CH:52][CH:51]=1.C(=O)(O)[O-].[Na+]. Product: [C:49]([O:22][C@@H:21]1[CH2:20][CH2:19][N:18]([C:23]([O:25][C:26]([CH3:29])([CH3:28])[CH3:27])=[O:24])[C@@H:17]1[C:15]([O:14][CH3:13])=[O:16])(=[O:56])[C:50]1[CH:55]=[CH:54][CH:53]=[CH:52][CH:51]=1. The catalyst class is: 207. (5) Reactant: [CH:1]1([CH2:6][O:7][C:8]2[CH:13]=[N:12][NH:11][C:10](=[O:14])[CH:9]=2)[CH2:5][CH2:4][CH2:3][CH2:2]1.[H-].[Na+].[CH3:17][O:18][C:19](=[O:28])[CH:20](Br)[CH2:21][CH:22]1[CH2:26][CH2:25][CH2:24][CH2:23]1. Product: [CH3:17][O:18][C:19](=[O:28])[CH:20]([N:11]1[C:10](=[O:14])[CH:9]=[C:8]([O:7][CH2:6][CH:1]2[CH2:2][CH2:3][CH2:4][CH2:5]2)[CH:13]=[N:12]1)[CH2:21][CH:22]1[CH2:23][CH2:24][CH2:25][CH2:26]1. The catalyst class is: 7. (6) Reactant: [CH3:1][C:2]1[C:6]([CH:7]([OH:36])[C:8]2[O:9][C:10]3[CH:16]=[CH:15][C:14]([CH2:17][C:18]([NH:20][CH:21]([C:28]4[CH:33]=[CH:32][C:31]([CH3:34])=[CH:30][C:29]=4[CH3:35])[C:22]4[CH:27]=[CH:26][CH:25]=[CH:24][CH:23]=4)=[O:19])=[CH:13][C:11]=3[CH:12]=2)=[C:5]([CH3:37])[O:4][N:3]=1.[H-].[Na+].[C:40]([O:44][CH3:45])(=[O:43])[CH:41]=[CH2:42]. Product: [CH3:1][C:2]1[C:6]([CH:7]([C:8]2[O:9][C:10]3[CH:16]=[CH:15][C:14]([CH2:17][C:18]([NH:20][CH:21]([C:28]4[CH:33]=[CH:32][C:31]([CH3:34])=[CH:30][C:29]=4[CH3:35])[C:22]4[CH:27]=[CH:26][CH:25]=[CH:24][CH:23]=4)=[O:19])=[CH:13][C:11]=3[CH:12]=2)[O:36][CH2:42][CH2:41][C:40]([O:44][CH3:45])=[O:43])=[C:5]([CH3:37])[O:4][N:3]=1. The catalyst class is: 20. (7) Reactant: Br[C:2]1[CH:3]=[C:4]([N:8]2[C:21]3[CH:20]=[CH:19][CH:18]=[CH:17][C:16]=3[O:15][C:14]3[C:9]2=[CH:10][CH:11]=[CH:12][CH:13]=3)[CH:5]=[CH:6][CH:7]=1.[B:22]1([B:22]2[O:26][C:25]([CH3:28])([CH3:27])[C:24]([CH3:30])([CH3:29])[O:23]2)[O:26][C:25]([CH3:28])([CH3:27])[C:24]([CH3:30])([CH3:29])[O:23]1.C([O-])(=O)C.[K+]. Product: [CH3:29][C:24]1([CH3:30])[C:25]([CH3:28])([CH3:27])[O:26][B:22]([C:2]2[CH:3]=[C:4]([N:8]3[C:21]4[CH:20]=[CH:19][CH:18]=[CH:17][C:16]=4[O:15][C:14]4[C:9]3=[CH:10][CH:11]=[CH:12][CH:13]=4)[CH:5]=[CH:6][CH:7]=2)[O:23]1. The catalyst class is: 203. (8) Reactant: [C:1]([Si:5]([CH3:11])([CH3:10])[O:6][CH2:7][C:8]#[CH:9])([CH3:4])([CH3:3])[CH3:2].[Li]CCCC.[S:17]1[C:21]2[CH:22]=[CH:23][CH:24]=[CH:25][C:20]=2[CH:19]=[C:18]1[C:26]1([C:35]([F:38])([F:37])[F:36])[NH:30][C@@H:29]([CH2:31][CH:32]([CH3:34])[CH3:33])[CH2:28][O:27]1.[NH4+].[Cl-]. Product: [S:17]1[C:21]2[CH:22]=[CH:23][CH:24]=[CH:25][C:20]=2[CH:19]=[C:18]1[C@:26]([NH:30][C@@H:29]([CH2:31][CH:32]([CH3:34])[CH3:33])[CH2:28][OH:27])([C:35]([F:37])([F:38])[F:36])[C:9]#[C:8][CH2:7][O:6][Si:5]([C:1]([CH3:3])([CH3:4])[CH3:2])([CH3:10])[CH3:11]. The catalyst class is: 1. (9) Reactant: [Br:1][C:2]1[CH:7]=[CH:6][C:5](I)=[CH:4][CH:3]=1.[Cl-].[Li+].C([Mg]Cl)(C)C.[CH3:16][CH:17]([CH3:21])[CH2:18][CH:19]=[O:20]. Product: [Br:1][C:2]1[CH:7]=[CH:6][C:5]([CH:19]([OH:20])[CH2:18][CH:17]([CH3:21])[CH3:16])=[CH:4][CH:3]=1. The catalyst class is: 7.